Dataset: Full USPTO retrosynthesis dataset with 1.9M reactions from patents (1976-2016). Task: Predict the reactants needed to synthesize the given product. (1) Given the product [Cl:24][C:6]1[C:5]([F:25])=[C:4]2[C:9]([C:10]([S:11][C:12]3[C:13]([F:23])=[C:14]([CH:20]=[CH:21][CH:22]=3)[C:15]([O:17][CH2:18][CH3:19])=[O:16])=[C:2]([CH:34]3[CH2:36][CH2:35]3)[N:3]2[C:26]2[CH:27]=[N:28][N:29]([CH2:31][CH2:32][CH3:33])[CH:30]=2)=[CH:8][CH:7]=1, predict the reactants needed to synthesize it. The reactants are: Br[C:2]1[N:3]([C:26]2[CH:27]=[N:28][N:29]([CH2:31][CH2:32][CH3:33])[CH:30]=2)[C:4]2[C:9]([C:10]=1[S:11][C:12]1[C:13]([F:23])=[C:14]([CH:20]=[CH:21][CH:22]=1)[C:15]([O:17][CH2:18][CH3:19])=[O:16])=[CH:8][CH:7]=[C:6]([Cl:24])[C:5]=2[F:25].[CH:34]1(B(O)O)[CH2:36][CH2:35]1.CC([O-])=O.[K+]. (2) Given the product [CH2:1]([C:3]1[N:4]([CH2:18][C:19]2[CH:20]=[CH:21][C:22]([F:25])=[CH:23][CH:24]=2)[C:5]2[C:10]([C:11]=1[CH3:12])=[CH:9][C:8]([C:13]([OH:15])=[O:14])=[CH:7][CH:6]=2)[CH3:2], predict the reactants needed to synthesize it. The reactants are: [CH2:1]([C:3]1[N:4]([CH2:18][C:19]2[CH:24]=[CH:23][C:22]([F:25])=[CH:21][CH:20]=2)[C:5]2[C:10]([C:11]=1[CH3:12])=[CH:9][C:8]([C:13]([O:15]CC)=[O:14])=[CH:7][CH:6]=2)[CH3:2].[OH-].[Na+].Cl.O.